Dataset: Peptide-MHC class I binding affinity with 185,985 pairs from IEDB/IMGT. Task: Regression. Given a peptide amino acid sequence and an MHC pseudo amino acid sequence, predict their binding affinity value. This is MHC class I binding data. (1) The peptide sequence is KLVDFRELNK. The MHC is HLA-A01:01 with pseudo-sequence HLA-A01:01. The binding affinity (normalized) is 0. (2) The peptide sequence is APILVVSGI. The MHC is HLA-B58:01 with pseudo-sequence HLA-B58:01. The binding affinity (normalized) is 0.0847. (3) The peptide sequence is SIIDPLIYA. The MHC is HLA-A02:01 with pseudo-sequence HLA-A02:01. The binding affinity (normalized) is 0.434.